This data is from Antibody developability classification from SAbDab with 2,409 antibodies. The task is: Regression/Classification. Given an antibody's heavy chain and light chain sequences, predict its developability. TAP uses regression for 5 developability metrics; SAbDab uses binary classification. (1) The antibody is ['EVQLQQSGPELVKPGASVKIPCKASGYTFTDYNMDWMKQSHGKSLEWIGHINPNNGGTFYNQKFKDKATFIVDKSSNTAYMELRSLTSEDTAVYFCARGGGLRRGPFAYWGQGTLVTVSS', 'DIVLTQSPASLAVSLGQRATISCRASESFDSYGNTFVHWYQQKPGQPPKLLIYLVSNLESGVPARFRGRGSRTDFTLTIDPVEADDAAIYYCQQNNEDPYTFGGGTKLEIK']. Result: 0 (not developable). (2) The antibody is ['EVQLVESGGGLVQPGRSLKLSCAASGFTFSNYGMAWVRQTPTKGLEWIASISAGGDKTYYGDSVKGRFSISRDNAKTTHYLQMDSLRSEDTATYYCAKTSRVYFDYWGQGVMVTVSS', 'EFVLTQPNSVSTNLGSTVKLSCKRSTGNIGSNYVNWYQQHEGRSPTTMIYRDDKRPDGVPDRFSGSIDRSSNSALLTINNVQTEDEADYFCHSYSSGIVFGGGTKLTVL']. Result: 1 (developable).